This data is from Forward reaction prediction with 1.9M reactions from USPTO patents (1976-2016). The task is: Predict the product of the given reaction. (1) The product is: [C:1]([O:5][C:6](=[O:20])[CH2:7][N:8]([CH2:13][C:14]1[CH:19]=[CH:18][CH:17]=[CH:16][CH:15]=1)[CH:9]([CH3:12])[CH2:10][Cl:23])([CH3:4])([CH3:3])[CH3:2]. Given the reactants [C:1]([O:5][C:6](=[O:20])[CH2:7][N:8]([CH2:13][C:14]1[CH:19]=[CH:18][CH:17]=[CH:16][CH:15]=1)[CH:9]([CH3:12])[CH2:10]O)([CH3:4])([CH3:3])[CH3:2].S(Cl)([Cl:23])=O.C(=O)(O)[O-].[Na+], predict the reaction product. (2) Given the reactants [CH3:1][C:2]([N+:20]([O-:22])=[O:21])([CH3:19])[CH2:3][C:4]1[CH:18]=[CH:17][C:7]([O:8][C:9]2[CH:16]=[CH:15][C:12](C=O)=[CH:11][CH:10]=2)=[CH:6][CH:5]=1.ClC1C=C(C=CC=1)C(OO)=[O:28], predict the reaction product. The product is: [CH3:1][C:2]([N+:20]([O-:22])=[O:21])([CH3:19])[CH2:3][C:4]1[CH:18]=[CH:17][C:7]([O:8][C:9]2[CH:16]=[CH:15][C:12]([OH:28])=[CH:11][CH:10]=2)=[CH:6][CH:5]=1. (3) Given the reactants [CH2:1]([O:8][C:9]1[CH:10]=[C:11]2[C:16](=[CH:17][CH:18]=1)[C:15](=[O:19])[N:14]([CH2:20][CH:21]([CH3:23])[CH3:22])[C:13]([CH2:24]Cl)=[C:12]2[O:26][CH2:27][CH2:28][CH2:29][C:30]([F:33])([F:32])[F:31])[C:2]1[CH:7]=[CH:6][CH:5]=[CH:4][CH:3]=1.[C:34]1(=[O:44])[NH:38][C:37](=[O:39])[C:36]2=[CH:40][CH:41]=[CH:42][CH:43]=[C:35]12.[K].O, predict the reaction product. The product is: [CH2:1]([O:8][C:9]1[CH:10]=[C:11]2[C:16](=[CH:17][CH:18]=1)[C:15](=[O:19])[N:14]([CH2:20][CH:21]([CH3:23])[CH3:22])[C:13]([CH2:24][N:38]1[C:34](=[O:44])[C:35]3[C:36](=[CH:40][CH:41]=[CH:42][CH:43]=3)[C:37]1=[O:39])=[C:12]2[O:26][CH2:27][CH2:28][CH2:29][C:30]([F:33])([F:32])[F:31])[C:2]1[CH:7]=[CH:6][CH:5]=[CH:4][CH:3]=1. (4) Given the reactants [Cl:1][C:2]1[CH:7]=[CH:6][CH:5]=[CH:4][C:3]=1[N:8]([CH:32]([CH3:34])[CH3:33])[C:9]([C:11]1[N:12]=[N:13][N:14]([CH2:17][C:18]2[CH:23]=[C:22]([C:24]([F:27])([F:26])[F:25])[CH:21]=[C:20]([C:28]([F:31])([F:30])[F:29])[CH:19]=2)[C:15]=1Cl)=[O:10].[NH:35]1[CH2:40][CH2:39][O:38][CH2:37][CH2:36]1, predict the reaction product. The product is: [Cl:1][C:2]1[CH:7]=[CH:6][CH:5]=[CH:4][C:3]=1[N:8]([CH:32]([CH3:33])[CH3:34])[C:9]([C:11]1[N:12]=[N:13][N:14]([CH2:17][C:18]2[CH:19]=[C:20]([C:28]([F:29])([F:30])[F:31])[CH:21]=[C:22]([C:24]([F:25])([F:27])[F:26])[CH:23]=2)[C:15]=1[N:35]1[CH2:40][CH2:39][O:38][CH2:37][CH2:36]1)=[O:10]. (5) The product is: [C:21]([O:20][C:18]([N:2]([CH3:1])[CH2:3][CH2:4][C:5]([O:7][CH2:8][CH3:9])=[O:6])=[O:19])([CH3:22])([CH3:23])[CH3:24]. Given the reactants [CH3:1][NH:2][CH2:3][CH2:4][C:5]([O:7][CH2:8][CH3:9])=[O:6].[CH3:22][C:21]([O:20][C:18](O[C:18]([O:20][C:21]([CH3:24])([CH3:23])[CH3:22])=[O:19])=[O:19])([CH3:24])[CH3:23].O, predict the reaction product. (6) Given the reactants [CH2:1]([C:9]1[CH:14]=[CH:13][C:12]([NH2:15])=[CH:11][CH:10]=1)[C:2]1[CH:7]=[CH:6][C:5]([NH2:8])=[CH:4][CH:3]=1, predict the reaction product. The product is: [CH3:9][CH:1]([NH:15][C:12]1[CH:13]=[CH:14][C:9]([CH2:1][C:2]2[CH:3]=[CH:4][C:5]([NH:8][CH:5]([CH2:6][CH3:7])[CH3:4])=[CH:6][CH:7]=2)=[CH:10][CH:11]=1)[CH2:2][CH3:3]. (7) Given the reactants [F:1][C:2]1[CH:7]=[CH:6][C:5]([F:8])=[CH:4][C:3]=1[CH:9]1[CH2:13][CH2:12][CH2:11][N:10]1[C:14]1[CH:19]=[CH:18][N:17]2[N:20]=[CH:21][C:22](I)=[C:16]2[N:15]=1.[O:24]1[CH2:29][CH2:28][N:27]([C:30](=[O:33])[C:31]#[CH:32])[CH2:26][CH2:25]1, predict the reaction product. The product is: [F:1][C:2]1[CH:7]=[CH:6][C:5]([F:8])=[CH:4][C:3]=1[CH:9]1[CH2:13][CH2:12][CH2:11][N:10]1[C:14]1[CH:19]=[CH:18][N:17]2[N:20]=[CH:21][C:22]([C:32]#[C:31][C:30]([N:27]3[CH2:28][CH2:29][O:24][CH2:25][CH2:26]3)=[O:33])=[C:16]2[N:15]=1. (8) Given the reactants F[C:2]1[CH:7]=[CH:6][CH:5]=[C:4](F)[N:3]=1.[Cl:9][C:10]1[CH:16]=[CH:15][C:13]([NH2:14])=[CH:12][CH:11]=1.[CH3:17][N:18]([CH3:26])[C:19]([C:21]1[CH:25]=[CH:24][NH:23][N:22]=1)=[O:20], predict the reaction product. The product is: [CH3:17][N:18]([CH3:26])[C:19]([C:21]1[CH:25]=[CH:24][N:23]([C:2]2[CH:7]=[CH:6][CH:5]=[C:4]([NH:14][C:13]3[CH:15]=[CH:16][C:10]([Cl:9])=[CH:11][CH:12]=3)[N:3]=2)[N:22]=1)=[O:20]. (9) Given the reactants [Cl-].[NH4+].[Cl:3][CH2:4][CH2:5][O:6][C:7]1[CH:12]=[CH:11][C:10]([N+:13]([O-])=O)=[CH:9][CH:8]=1, predict the reaction product. The product is: [Cl:3][CH2:4][CH2:5][O:6][C:7]1[CH:12]=[CH:11][C:10]([NH2:13])=[CH:9][CH:8]=1.